This data is from Experimentally validated miRNA-target interactions with 360,000+ pairs, plus equal number of negative samples. The task is: Binary Classification. Given a miRNA mature sequence and a target amino acid sequence, predict their likelihood of interaction. (1) The miRNA is mmu-miR-127-5p with sequence CUGAAGCUCAGAGGGCUCUGAU. The protein sequence of the target gene is MPPWGAALALILAVLALLGLLGPRLRGPWGRAVGERTLPGAQDRDDGEEADGGGPADQFSDGREPLPGGCSLVCKPSALAQCLLRALRRSEALEAGPRSWFSGPHLQTLCHFVLPVAPGPELAREYLQLADDGLVALDWVVGPCVRGRRITSAGGLPAVLLVIPNAWGRLTRNVLGLCLLALERGYYPVIFHRRGHHGCPLVSPRLQPFGDPSDLKEAVTYIRFRHPAAPLFAVSEGSGSALLLSYLGECGSSSYVTGAACISPVLRCREWFEAGLPWPYERGFLLHQKIALSRYATALE.... Result: 0 (no interaction). (2) The miRNA is hsa-miR-5702 with sequence UGAGUCAGCAACAUAUCCCAUG. The protein sequence of the target gene is MKGCSSYLMYSFGGLLSLWILLVSSTNQCTVRYNVADCSHLKLTHIPDDLPSNITVLNLTHNQLRRLPPTNFTRYSQLAILDAGFNSISKLEPELCQILPLLKVLNLQHNELSQISDQTFVFCTNLTELDLMSNSIHKIKSNPFKNQKNLIKLDLSHNGLSSTKLGTGVQLENLQELLLAKNKILALRSEELEFLGNSSLRKLDLSSNPLKEFSPGCFQTIGKLFALLLNNAQLNPHLTEKLCWELSNTSIQNLSLANNQLLATSESTFSGLKWTNLTQLDLSYNNLHDVGNGSFSYLPS.... Result: 0 (no interaction). (3) The miRNA is hsa-miR-5010-5p with sequence AGGGGGAUGGCAGAGCAAAAUU. The protein sequence of the target gene is MAVAELYTQYNRVWIPDPEEVWKSAEIAKDYRVGDKVLRLLLEDGTELDYSVNPESLPPLRNPDILVGENDLTALSYLHEPAVLHNLRIRFAESKLIYTYSGIILVAMNPYKQLPIYGDAIIHAYSGQNMGDMDPHIFAVAEEAYKQMARNNRNQSIIVSGESGAGKTVSARYAMRYFATVSKSGSNAHVEDKVLASNPITEAVGNAKTTRNDNSSRFGKYTEISFDEQNQIIGANMSTYLLEKSRVVFQSENERNYHIFYQLCASAQQSEFKHLKLGSAEEFNYTRMGGNTVIEGVNDR.... Result: 0 (no interaction). (4) The miRNA is rno-miR-322-5p with sequence CAGCAGCAAUUCAUGUUUUGGA. The protein sequence of the target gene is MGNRGMEELIPLVNKLQDAFSSIGQSCHLDLPQIAVVGGQSAGKSSVLENFVGRDFLPRGSGIVTRRPLILQLIFSKTEYAEFLHCKSKKFTDFDEVRQEIEAETDRVTGTNKGISPVPINLRVYSPHVLNLTLIDLPGITKVPVGDQPPDIEYQIKDMILQFISRESSLILAVTPANMDLANSDALKLAKEVDPQGLRTIGVITKLDLMDEGTDARDVLENKLLPLRRGYIGVVNRSQKDIEGKKDIRAALAAERKFFLSHPAYRHMADRMGTPHLQKTLNQQLTNHIRESLPTLRSKL.... Result: 0 (no interaction). (5) The miRNA is hsa-miR-3619-5p with sequence UCAGCAGGCAGGCUGGUGCAGC. The protein sequence of the target gene is MEATGTDEVDKLKTKFISAWNNMKYSWVLKTKTYFSRNSPVLLLGKCYHFKYEDEDKTLPAESGCTIEDHVIAGNVEEFRKDFISRIWLTYREEFPQIEGSALTTDCGWGCTLRTGQMLLAQGLILHFLGRAWTWPDALNIENSDSESWTSHTVKKFTASFEASLSGEREFKTPTISLKETIGKYSDDHEMRNEVYHRKIISWFGDSPLALFGLHQLIEYGKKSGKKAGDWYGPAVVAHILRKAVEEARHPDLQGITIYVAQDCTVYNSDVIDKQSASMTSDNADDKAVIILVPVRLGGE.... Result: 0 (no interaction). (6) The miRNA is mmu-miR-294-3p with sequence AAAGUGCUUCCCUUUUGUGUGU. The protein sequence of the target gene is MSNPGDVRPVPHRSKVCRCLFGPVDSEQLRRDCDALMAGCLQEARERWNFDFVTETPLEGNFVWERVRSLGLPKVYLSPGSRSRDDLGGDKRPSTSSALLQGPAPEDHVALSLSCTLVSERPEDSPGGPGTSQGRKRRQTSLTDFYHSKRRLVFCKRKP. Result: 1 (interaction). (7) The miRNA is hsa-miR-190a-3p with sequence CUAUAUAUCAAACAUAUUCCU. The protein sequence of the target gene is MSSNLLPTLNSGGKVKDGSTKEDRPYKIFFRDLFLVKENEMAAKETEKFMNRNMKVYQKTTFSSRMKSHSYLSQLAFYPKRSGRSFEKFGPGPAPIPRLIEGSDTKRTVHEFINDQRDRFLLEYALSTKRNTIKKFEKDIAMRERQLKKAEKKLQDDALAFEEFLRENDQRSVDALKMAAQETINKLQMTAELKKASMEVQAVKSEIAKTEFLLREYMKYGFFLLQMSPKHWQIQQALKRAQASKSKANIILPKILAKLSLHSSNKEGILEESGRTAVLSEDASQGRDSQGKPSRSLTRT.... Result: 1 (interaction).